From a dataset of Catalyst prediction with 721,799 reactions and 888 catalyst types from USPTO. Predict which catalyst facilitates the given reaction. (1) Reactant: [Br:1][C:2]1[C:3](=[O:29])[N:4]([C:19]2[CH:20]=[C:21]([CH:26]=[CH:27][CH:28]=2)[C:22]([O:24]C)=[O:23])[C:5]([CH3:18])=[CH:6][C:7]=1[O:8][CH2:9][C:10]1[CH:15]=[CH:14][C:13]([F:16])=[CH:12][C:11]=1[F:17].[OH-].[Na+].Cl. Product: [Br:1][C:2]1[C:3](=[O:29])[N:4]([C:19]2[CH:20]=[C:21]([CH:26]=[CH:27][CH:28]=2)[C:22]([OH:24])=[O:23])[C:5]([CH3:18])=[CH:6][C:7]=1[O:8][CH2:9][C:10]1[CH:15]=[CH:14][C:13]([F:16])=[CH:12][C:11]=1[F:17]. The catalyst class is: 111. (2) Reactant: [Na].Cl.[NH2:3][C:4]([NH2:6])=[NH:5].COC[CH2:10][CH2:11][O:12][C:13]1[CH:14]=[C:15]([CH2:25][CH2:26][C:27]([O:29]CC)=O)[CH:16]=[CH:17][C:18]=1[C:19]1[CH:20]=[N:21][CH:22]=[CH:23][CH:24]=1.[Cl:32]CCl.[Cl-].[Na+].O.[CH2:38]([OH:40])C. Product: [ClH:32].[NH2:5][C:4](=[NH:6])[NH:3][C:27](=[O:29])[CH2:26][CH2:25][C:15]1[CH:16]=[CH:17][C:18]([C:19]2[CH:20]=[N:21][CH:22]=[CH:23][CH:24]=2)=[C:13]([O:12][CH2:11][CH2:10][O:40][CH3:38])[CH:14]=1. The catalyst class is: 3. (3) Reactant: COC([N:5]1[C:13]2[C:8](=[C:9]([NH:14][C:15]([NH:17][CH:18]3[C:27]4[C:22](=[CH:23][CH:24]=[C:25]([CH3:28])[CH:26]=4)[O:21][CH2:20][CH2:19]3)=[O:16])[CH:10]=[CH:11][CH:12]=2)[CH:7]=[N:6]1)=O.COC(N1C2C(=C(NC(NC3C4C(=CC(C(C)(C)C)=CC=4)OCC3)=O)C=CC=2)C=N1)=O. Product: [NH:5]1[C:13]2[C:8](=[C:9]([NH:14][C:15]([NH:17][CH:18]3[C:27]4[C:22](=[CH:23][CH:24]=[C:25]([CH3:28])[CH:26]=4)[O:21][CH2:20][CH2:19]3)=[O:16])[CH:10]=[CH:11][CH:12]=2)[CH:7]=[N:6]1. The catalyst class is: 6. (4) Product: [NH2:27][CH:20]1[CH2:25][CH2:24][CH2:23][CH:22]([C:4]2[CH:3]=[CH:12][C:11]3[C:6](=[CH:7][C:8]([O:15][CH3:16])=[C:9]([O:13][CH3:14])[CH:10]=3)[N:5]=2)[CH2:21]1. Reactant: Cl.N[C:3]1[CH:4]=[N:5][C:6]2[C:11]([CH:12]=1)=[CH:10][C:9]([O:13][CH3:14])=[C:8]([O:15][CH3:16])[CH:7]=2.C[O-].[Na+].[C:20]1(=O)[CH2:25][CH2:24][CH2:23][CH2:22][CH2:21]1.[N:27]1C=CC=CC=1.B.Cl.[OH-].[Na+]. The catalyst class is: 5. (5) Reactant: [C:1](/[CH:3]=[CH:4]/[S:5]([C:8]1[CH:13]=[CH:12][C:11]([C:14]([CH3:19])([CH3:18])[C:15]([OH:17])=O)=[CH:10][CH:9]=1)(=[O:7])=[O:6])#[N:2].[O:20]1[CH2:25][CH2:24][CH:23]([NH2:26])[CH2:22][CH2:21]1.Cl.CN(C)CCCN=C=NCC.ON1C2C=CC=CC=2N=N1.C(=O)(O)[O-].[Na+]. The catalyst class is: 7. Product: [C:1](/[CH:3]=[CH:4]/[S:5]([C:8]1[CH:9]=[CH:10][C:11]([C:14]([CH3:19])([CH3:18])[C:15]([NH:26][CH:23]2[CH2:24][CH2:25][O:20][CH2:21][CH2:22]2)=[O:17])=[CH:12][CH:13]=1)(=[O:6])=[O:7])#[N:2].